From a dataset of Catalyst prediction with 721,799 reactions and 888 catalyst types from USPTO. Predict which catalyst facilitates the given reaction. Reactant: I[C:2]1[CH:7]=[CH:6][C:5]([Cl:8])=[CH:4][C:3]=1[C:9]([F:12])([F:11])[F:10].C(=O)([O-])[O-].[K+].[K+].[N:19]1[CH:24]=[CH:23][C:22](B(O)O)=[CH:21][CH:20]=1.[Cl-].[NH4+]. The catalyst class is: 12. Product: [F:10][C:9]([F:12])([F:11])[C:3]1[CH:4]=[C:5]([Cl:8])[CH:6]=[CH:7][C:2]=1[C:22]1[CH:23]=[CH:24][N:19]=[CH:20][CH:21]=1.